From a dataset of Forward reaction prediction with 1.9M reactions from USPTO patents (1976-2016). Predict the product of the given reaction. (1) The product is: [NH2:8][C:5]1[N:6]([CH2:16][C:17]([N:19]2[CH2:20][CH2:21][N:22]([C:25]3[CH:30]=[CH:29][C:28]([Cl:31])=[CH:27][CH:26]=3)[CH2:23][CH2:24]2)=[O:18])[N:7]=[C:3]([S:2][CH3:1])[N:4]=1. Given the reactants [CH3:1][S:2][C:3]1[N:4]=[C:5]([NH2:8])[NH:6][N:7]=1.C(=O)([O-])[O-].[K+].[K+].Cl[CH2:16][C:17]([N:19]1[CH2:24][CH2:23][N:22]([C:25]2[CH:30]=[CH:29][C:28]([Cl:31])=[CH:27][CH:26]=2)[CH2:21][CH2:20]1)=[O:18], predict the reaction product. (2) The product is: [CH2:21]([O:23][C:24]([C:26]1([C:29]2[CH:34]=[CH:33][C:32]([C:2]3[CH:7]=[CH:6][C:5]([C:8]4[O:12][N:11]=[C:10]([CH3:13])[C:9]=4[CH:14]([OH:20])[C:15]([CH3:19])([CH3:18])[CH:16]=[CH2:17])=[CH:4][CH:3]=3)=[CH:31][CH:30]=2)[CH2:27][CH2:28]1)=[O:25])[CH3:22]. Given the reactants Br[C:2]1[CH:7]=[CH:6][C:5]([C:8]2[O:12][N:11]=[C:10]([CH3:13])[C:9]=2[CH:14]([OH:20])[C:15]([CH3:19])([CH3:18])[CH:16]=[CH2:17])=[CH:4][CH:3]=1.[CH2:21]([O:23][C:24]([C:26]1([C:29]2[CH:34]=[CH:33][C:32](B3OC(C)(C)C(C)(C)O3)=[CH:31][CH:30]=2)[CH2:28][CH2:27]1)=[O:25])[CH3:22], predict the reaction product. (3) Given the reactants [Cl:1][C:2]1[CH:7]=[C:6]([NH:8][C:9]2[CH:14]=[CH:13][C:12]([C:15](F)(F)[F:16])=C[CH:10]=2)[CH:5]=[CH:4][C:3]=1[C:19]([C:21]1[CH:26]=[C:25]([N+:27]([O-:29])=[O:28])[CH:24]=[CH:23][C:22]=1[CH3:30])=[O:20].BrC1C=CC(C(C2C=C([N+]([O-])=O)C=CC=2C)=O)=C(Cl)C=1.FC1C=C(N)C=CC=1, predict the reaction product. The product is: [Cl:1][C:2]1[CH:7]=[C:6]([NH:8][C:9]2[CH:14]=[CH:13][CH:12]=[C:15]([F:16])[CH:10]=2)[CH:5]=[CH:4][C:3]=1[C:19]([C:21]1[CH:26]=[C:25]([N+:27]([O-:29])=[O:28])[CH:24]=[CH:23][C:22]=1[CH3:30])=[O:20]. (4) Given the reactants OC1C=CC([C@@H](O)CN[C@H]2CC[C@H](NCCOCCC3C=CC=CC=3)CC2)=C2C=1NC(=O)C=C2.[CH2:35]([O:42][C:43]1[CH:44]=[CH:45][C:46]([C@@H:54]([O:57][Si:58]([C:61]([CH3:64])([CH3:63])[CH3:62])([CH3:60])[CH3:59])[CH2:55]Br)=[C:47]2[C:52]=1[NH:51][C:50](=[O:53])[CH:49]=[CH:48]2)[C:36]1[CH:41]=[CH:40][CH:39]=[CH:38][CH:37]=1.[NH2:65][CH2:66][C:67]1([CH2:84][OH:85])[CH2:72][CH2:71][N:70]([CH2:73][CH2:74][O:75][CH2:76][CH2:77][C:78]2[CH:83]=[CH:82][CH:81]=[CH:80][CH:79]=2)[CH2:69][CH2:68]1.[I-].[K+].C(=O)(O)[O-].[Na+], predict the reaction product. The product is: [CH2:35]([O:42][C:43]1[CH:44]=[CH:45][C:46]([C@@H:54]([O:57][Si:58]([C:61]([CH3:64])([CH3:63])[CH3:62])([CH3:60])[CH3:59])[CH2:55][NH:65][CH2:66][C:67]2([CH2:84][OH:85])[CH2:72][CH2:71][N:70]([CH2:73][CH2:74][O:75][CH2:76][CH2:77][C:78]3[CH:79]=[CH:80][CH:81]=[CH:82][CH:83]=3)[CH2:69][CH2:68]2)=[C:47]2[C:52]=1[NH:51][C:50](=[O:53])[CH:49]=[CH:48]2)[C:36]1[CH:41]=[CH:40][CH:39]=[CH:38][CH:37]=1. (5) Given the reactants [F:1][C:2]1[CH:3]=[C:4]([CH:20]=[CH:21][C:22]=1[NH:23][C:24]([NH:26][C:27]1[CH:32]=[C:31]([CH3:33])[CH:30]=[CH:29][C:28]=1[F:34])=[O:25])[O:5][C:6]1[CH:11]=[CH:10][N:9]=[C:8]([C:12]2[NH:16][CH:15]=[C:14]([C:17](O)=[O:18])[CH:13]=2)[CH:7]=1.CN(C(ON1N=NC2C=CC=NC1=2)=[N+](C)C)C.F[P-](F)(F)(F)(F)F.C(N(CC)C(C)C)(C)C.[C:68]([NH:75][CH2:76][CH2:77][CH2:78][NH2:79])([O:70][C:71]([CH3:74])([CH3:73])[CH3:72])=[O:69].Cl, predict the reaction product. The product is: [F:1][C:2]1[CH:3]=[C:4]([CH:20]=[CH:21][C:22]=1[NH:23][C:24]([NH:26][C:27]1[CH:32]=[C:31]([CH3:33])[CH:30]=[CH:29][C:28]=1[F:34])=[O:25])[O:5][C:6]1[CH:11]=[CH:10][N:9]=[C:8]([C:12]2[NH:16][CH:15]=[C:14]([C:17]([NH:79][CH2:78][CH2:77][CH2:76][NH:75][C:68](=[O:69])[O:70][C:71]([CH3:72])([CH3:73])[CH3:74])=[O:18])[CH:13]=2)[CH:7]=1. (6) Given the reactants [CH:1]1([N:5]2[CH2:11][CH2:10][C:9]3[CH:12]=[C:13]([CH2:16][C:17]([O-:19])=[O:18])[CH:14]=[CH:15][C:8]=3[CH2:7][CH2:6]2)[CH2:4][CH2:3][CH2:2]1.[K+].OS(O)(=O)=O.[CH2:26](O)[CH3:27], predict the reaction product. The product is: [CH:1]1([N:5]2[CH2:11][CH2:10][C:9]3[CH:12]=[C:13]([CH2:16][C:17]([O:19][CH2:26][CH3:27])=[O:18])[CH:14]=[CH:15][C:8]=3[CH2:7][CH2:6]2)[CH2:2][CH2:3][CH2:4]1. (7) The product is: [Cl:1][C:2]1[N:3]=[CH:4][C:5]2[N:11]([CH3:21])[C:10](=[O:12])[C:9]([F:14])([F:13])[CH2:8][N:7]([CH:15]([CH3:16])[CH3:17])[C:6]=2[N:18]=1. Given the reactants [Cl:1][C:2]1[N:3]=[CH:4][C:5]2[NH:11][C:10](=[O:12])[C:9]([F:14])([F:13])[CH2:8][N:7]([CH:15]([CH3:17])[CH3:16])[C:6]=2[N:18]=1.[H-].[Na+].[CH3:21]I, predict the reaction product. (8) Given the reactants [CH3:1][O:2][C:3]1[CH:4]=[CH:5][C:6]2[CH2:15][CH:14]([CH3:16])[N:13]3[C:8](=[CH:9][C:10](=[O:22])[C:11]([C:17]([O:19]CC)=[O:18])=[CH:12]3)[C:7]=2[CH:23]=1.[OH-].[Na+].Cl, predict the reaction product. The product is: [CH3:1][O:2][C:3]1[CH:4]=[CH:5][C:6]2[CH2:15][CH:14]([CH3:16])[N:13]3[C:8](=[CH:9][C:10](=[O:22])[C:11]([C:17]([OH:19])=[O:18])=[CH:12]3)[C:7]=2[CH:23]=1. (9) Given the reactants C[O:2][C:3]1[CH:12]=[C:11]2[C:6]([CH2:7][CH:8]([C:16]3[CH:21]=[CH:20][C:19]([O:22]C)=[CH:18][CH:17]=3)[CH:9]3[CH2:15][CH2:14][CH2:13][CH:10]32)=[C:5]([CH2:24]O)[CH:4]=1.B(Br)(Br)[Br:27].C(Cl)Cl.Cl, predict the reaction product. The product is: [Br:27][CH2:24][C:5]1[CH:4]=[C:3]([OH:2])[CH:12]=[C:11]2[C:6]=1[CH2:7][CH:8]([C:16]1[CH:21]=[CH:20][C:19]([OH:22])=[CH:18][CH:17]=1)[CH:9]1[CH2:15][CH2:14][CH2:13][CH:10]12.